Dataset: Full USPTO retrosynthesis dataset with 1.9M reactions from patents (1976-2016). Task: Predict the reactants needed to synthesize the given product. (1) The reactants are: [CH2:1]([O:3][C:4]([NH:6][C:7]([C:10]1[CH:19]=[CH:18][C:13]([C:14]([O:16]C)=O)=[CH:12][CH:11]=1)([CH3:9])[CH3:8])=[O:5])[CH3:2].[CH:20]1([C:23]2[CH:24]=[C:25]([CH3:35])[C:26]([N:29]3[CH2:34][CH2:33][NH:32][CH2:31][CH2:30]3)=[N:27][CH:28]=2)CC1. Given the product [CH2:1]([O:3][C:4](=[O:5])[NH:6][C:7]([C:10]1[CH:11]=[CH:12][C:13]([C:14]([N:32]2[CH2:33][CH2:34][N:29]([C:26]3[C:25]([CH3:35])=[CH:24][C:23]([CH3:20])=[CH:28][N:27]=3)[CH2:30][CH2:31]2)=[O:16])=[CH:18][CH:19]=1)([CH3:8])[CH3:9])[CH3:2], predict the reactants needed to synthesize it. (2) The reactants are: [CH2:1]([CH2:13][Si:14]([CH3:17])([CH3:16])Cl)[CH2:2][CH2:3][CH2:4][CH2:5][CH2:6][CH2:7][CH2:8][CH2:9][CH2:10][CH2:11]C.[CH2:18]([Mg]Cl)[C:19](=[CH2:21])[CH3:20]. Given the product [CH2:13]([Si:14]([CH2:16][C:4](=[CH2:3])[CH3:5])([CH2:17][C:1](=[CH2:2])[CH3:13])[CH2:18][C:19](=[CH2:21])[CH3:20])[CH2:1][CH2:2][CH2:3][CH2:4][CH2:5][CH2:6][CH2:7][CH2:8][CH2:9][CH2:10][CH3:11], predict the reactants needed to synthesize it. (3) Given the product [OH:1][C:2]1([C:9]2[CH:14]=[CH:13][C:12]([O:15][CH3:16])=[CH:11][CH:10]=2)[CH2:7][CH2:6][CH:5]([N:17]2[CH2:20][CH:19]([NH:21][C:22]([CH2:24][NH:25][C:26](=[O:37])[C:27]3[CH:32]=[CH:31][CH:30]=[C:29]([C:33]([F:36])([F:34])[F:35])[CH:28]=3)=[O:23])[CH2:18]2)[CH2:4][CH2:3]1, predict the reactants needed to synthesize it. The reactants are: [OH:1][C:2]1([C:9]2[CH:14]=[CH:13][C:12]([O:15][CH3:16])=[CH:11][CH:10]=2)[CH2:7][CH2:6][C:5](=O)[CH2:4][CH2:3]1.[NH:17]1[CH2:20][CH:19]([NH:21][C:22]([CH2:24][NH:25][C:26](=[O:37])[C:27]2[CH:32]=[CH:31][CH:30]=[C:29]([C:33]([F:36])([F:35])[F:34])[CH:28]=2)=[O:23])[CH2:18]1. (4) The reactants are: [CH2:1]([C:5]1[N:6]([CH2:29][C:30]2[CH:35]=[CH:34][CH:33]=[CH:32][C:31]=2[Cl:36])[C:7]([CH2:10][C:11]([CH2:22][C:23]2[CH:28]=[CH:27][CH:26]=[CH:25][CH:24]=2)(C(OCC)=O)[C:12]([O:14]CC)=[O:13])=[CH:8][N:9]=1)[CH2:2][CH2:3][CH3:4].[OH-].[K+].O. Given the product [CH2:1]([C:5]1[N:6]([CH2:29][C:30]2[CH:35]=[CH:34][CH:33]=[CH:32][C:31]=2[Cl:36])[C:7]([CH2:10][CH:11]([CH2:22][C:23]2[CH:28]=[CH:27][CH:26]=[CH:25][CH:24]=2)[C:12]([OH:14])=[O:13])=[CH:8][N:9]=1)[CH2:2][CH2:3][CH3:4], predict the reactants needed to synthesize it.